From a dataset of Reaction yield outcomes from USPTO patents with 853,638 reactions. Predict the reaction yield, written as a fraction of the theoretical maximum amount of product (1.0 means a 100% yield; for example, 0.34 means a 34% yield). The reactants are [Br:1][C:2]1[CH:3]=[N:4][C:5](I)=[N:6][CH:7]=1.[NH2:9][C:10]1[CH:11]=[C:12](B(O)O)[CH:13]=[CH:14][CH:15]=1.C([O-])([O-])=O.[K+].[K+]. The catalyst is O.O1CCOCC1.CCOC(C)=O.C1C=CC([P]([Pd]([P](C2C=CC=CC=2)(C2C=CC=CC=2)C2C=CC=CC=2)([P](C2C=CC=CC=2)(C2C=CC=CC=2)C2C=CC=CC=2)[P](C2C=CC=CC=2)(C2C=CC=CC=2)C2C=CC=CC=2)(C2C=CC=CC=2)C2C=CC=CC=2)=CC=1. The product is [Br:1][C:2]1[CH:3]=[N:4][C:5]([C:14]2[CH:15]=[C:10]([CH:11]=[CH:12][CH:13]=2)[NH2:9])=[N:6][CH:7]=1. The yield is 0.960.